From a dataset of Forward reaction prediction with 1.9M reactions from USPTO patents (1976-2016). Predict the product of the given reaction. Given the reactants [Cl:1][C:2]1[CH:3]=[C:4]2[C:12](=[CH:13][CH:14]=1)[NH:11][C:10]1[C:9](=O)[CH2:8][CH2:7][CH2:6][C:5]2=1.[F:16][C:17]1[CH:23]=[CH:22][C:20]([NH2:21])=[CH:19][CH:18]=1, predict the reaction product. The product is: [Cl:1][C:2]1[CH:3]=[C:4]2[C:12](=[CH:13][CH:14]=1)[NH:11][C:10]1[CH:9]([NH:21][C:20]3[CH:22]=[CH:23][C:17]([F:16])=[CH:18][CH:19]=3)[CH2:8][CH2:7][CH2:6][C:5]2=1.